This data is from Catalyst prediction with 721,799 reactions and 888 catalyst types from USPTO. The task is: Predict which catalyst facilitates the given reaction. Reactant: CCN(CC)CC.[F:8][C:9]1[CH:16]=[C:15]([OH:17])[CH:14]=[CH:13][C:10]=1[CH2:11][OH:12].[CH2:18]([C:20](Cl)=[O:21])[CH3:19].CCOCC. Product: [C:20]([O:17][C:15]1[CH:14]=[CH:13][C:10]([CH2:11][OH:12])=[C:9]([F:8])[CH:16]=1)(=[O:21])[CH2:18][CH3:19]. The catalyst class is: 25.